Dataset: Full USPTO retrosynthesis dataset with 1.9M reactions from patents (1976-2016). Task: Predict the reactants needed to synthesize the given product. Given the product [OH:1][CH2:2][CH2:3][CH2:4][CH2:5][NH:6][S:7]([C:10]1[CH:15]=[CH:14][C:13]([C:25]2[CH:26]=[CH:27][CH:28]=[CH:29][C:24]=2[N+:21]([O-:23])=[O:22])=[CH:12][C:11]=1[C:17]([F:20])([F:19])[F:18])(=[O:9])=[O:8], predict the reactants needed to synthesize it. The reactants are: [OH:1][CH2:2][CH2:3][CH2:4][CH2:5][NH:6][S:7]([C:10]1[CH:15]=[CH:14][C:13](Br)=[CH:12][C:11]=1[C:17]([F:20])([F:19])[F:18])(=[O:9])=[O:8].[N+:21]([C:24]1[CH:29]=[CH:28][CH:27]=[CH:26][C:25]=1B(O)O)([O-:23])=[O:22].